This data is from NCI-60 drug combinations with 297,098 pairs across 59 cell lines. The task is: Regression. Given two drug SMILES strings and cell line genomic features, predict the synergy score measuring deviation from expected non-interaction effect. (1) Drug 2: C1CNP(=O)(OC1)N(CCCl)CCCl. Drug 1: CC1=C2C(C(=O)C3(C(CC4C(C3C(C(C2(C)C)(CC1OC(=O)C(C(C5=CC=CC=C5)NC(=O)OC(C)(C)C)O)O)OC(=O)C6=CC=CC=C6)(CO4)OC(=O)C)O)C)O. Cell line: TK-10. Synergy scores: CSS=3.46, Synergy_ZIP=2.31, Synergy_Bliss=4.23, Synergy_Loewe=2.25, Synergy_HSA=3.82. (2) Drug 1: CCCS(=O)(=O)NC1=C(C(=C(C=C1)F)C(=O)C2=CNC3=C2C=C(C=N3)C4=CC=C(C=C4)Cl)F. Drug 2: C1CCC(CC1)NC(=O)N(CCCl)N=O. Cell line: KM12. Synergy scores: CSS=20.7, Synergy_ZIP=-5.13, Synergy_Bliss=-4.54, Synergy_Loewe=-8.34, Synergy_HSA=-7.39. (3) Drug 1: C1CN1P(=S)(N2CC2)N3CC3. Drug 2: CC1C(C(CC(O1)OC2CC(CC3=C2C(=C4C(=C3O)C(=O)C5=CC=CC=C5C4=O)O)(C(=O)C)O)N)O. Cell line: NCI-H522. Synergy scores: CSS=50.4, Synergy_ZIP=3.56, Synergy_Bliss=8.63, Synergy_Loewe=-35.3, Synergy_HSA=9.00. (4) Drug 1: CC=C1C(=O)NC(C(=O)OC2CC(=O)NC(C(=O)NC(CSSCCC=C2)C(=O)N1)C(C)C)C(C)C. Drug 2: CC1CCCC2(C(O2)CC(NC(=O)CC(C(C(=O)C(C1O)C)(C)C)O)C(=CC3=CSC(=N3)C)C)C. Cell line: K-562. Synergy scores: CSS=67.8, Synergy_ZIP=1.21, Synergy_Bliss=0.220, Synergy_Loewe=0.199, Synergy_HSA=-0.603. (5) Drug 1: C1=C(C(=O)NC(=O)N1)F. Drug 2: CN1C2=C(C=C(C=C2)N(CCCl)CCCl)N=C1CCCC(=O)O.Cl. Cell line: EKVX. Synergy scores: CSS=21.0, Synergy_ZIP=-5.65, Synergy_Bliss=-5.54, Synergy_Loewe=-9.13, Synergy_HSA=-5.33. (6) Drug 1: C1CN1C2=NC(=NC(=N2)N3CC3)N4CC4. Drug 2: CC(CN1CC(=O)NC(=O)C1)N2CC(=O)NC(=O)C2. Cell line: SK-OV-3. Synergy scores: CSS=23.4, Synergy_ZIP=-1.22, Synergy_Bliss=-0.973, Synergy_Loewe=-19.6, Synergy_HSA=-1.51. (7) Drug 1: C1=NC(=NC(=O)N1C2C(C(C(O2)CO)O)O)N. Drug 2: C1CNP(=O)(OC1)N(CCCl)CCCl. Cell line: SK-MEL-28. Synergy scores: CSS=6.93, Synergy_ZIP=-5.71, Synergy_Bliss=-3.37, Synergy_Loewe=-5.58, Synergy_HSA=-1.23. (8) Drug 1: C1=CC(=CC=C1C#N)C(C2=CC=C(C=C2)C#N)N3C=NC=N3. Drug 2: C1CC(=O)NC(=O)C1N2C(=O)C3=CC=CC=C3C2=O. Cell line: DU-145. Synergy scores: CSS=-1.00, Synergy_ZIP=9.29, Synergy_Bliss=-0.855, Synergy_Loewe=-0.780, Synergy_HSA=-2.32. (9) Drug 1: CN1C2=C(C=C(C=C2)N(CCCl)CCCl)N=C1CCCC(=O)O.Cl. Drug 2: CC(C)CN1C=NC2=C1C3=CC=CC=C3N=C2N. Cell line: M14. Synergy scores: CSS=-2.01, Synergy_ZIP=0.740, Synergy_Bliss=0.173, Synergy_Loewe=-2.40, Synergy_HSA=-2.40. (10) Drug 2: CC(CN1CC(=O)NC(=O)C1)N2CC(=O)NC(=O)C2. Synergy scores: CSS=23.2, Synergy_ZIP=-1.39, Synergy_Bliss=2.93, Synergy_Loewe=0.339, Synergy_HSA=1.10. Drug 1: CC12CCC(CC1=CCC3C2CCC4(C3CC=C4C5=CN=CC=C5)C)O. Cell line: A498.